From a dataset of Full USPTO retrosynthesis dataset with 1.9M reactions from patents (1976-2016). Predict the reactants needed to synthesize the given product. (1) Given the product [Br:1][C:2]1[CH:3]=[CH:4][C:5]([O:10][CH3:13])=[C:6]([CH:9]=1)[C:7]#[N:8], predict the reactants needed to synthesize it. The reactants are: [Br:1][C:2]1[CH:3]=[CH:4][C:5]([OH:10])=[C:6]([CH:9]=1)[C:7]#[N:8].CI.[C:13]([O-])([O-])=O.[K+].[K+]. (2) Given the product [CH3:1][O:2][C:3]1[CH:14]=[C:13]([CH:12]=[C:5]([O:6][CH:7]2[CH2:11][CH2:10][O:9][CH2:8]2)[CH:4]=1)[NH2:15], predict the reactants needed to synthesize it. The reactants are: [CH3:1][O:2][C:3]1[CH:4]=[C:5]([CH:12]=[C:13]([N+:15]([O-])=O)[CH:14]=1)[O:6][CH:7]1[CH2:11][CH2:10][O:9][CH2:8]1. (3) Given the product [Cl:10][C:9]1[CH:8]=[CH:7][CH:6]=[C:5]2[C:4]=1[C:3](=[O:13])[N:20]([CH2:19][C:18]1[CH:21]=[CH:22][C:15]([Cl:14])=[CH:16][CH:17]=1)[CH2:11]2, predict the reactants needed to synthesize it. The reactants are: CO[C:3](=[O:13])[C:4]1[C:9]([Cl:10])=[CH:8][CH:7]=[CH:6][C:5]=1[CH2:11]Br.[Cl:14][C:15]1[CH:22]=[CH:21][C:18]([CH2:19][NH2:20])=[CH:17][CH:16]=1.C([O-])([O-])=O.[K+].[K+].C(OCC)(=O)C. (4) Given the product [CH2:24]([O:23][C:21]([C:20]1[C:19]2([C:17]([O:16][CH2:14][CH3:15])=[O:18])[N:45]([CH2:46][CH2:47][C:48]3[C:56]4[C:51](=[CH:52][CH:53]=[CH:54][CH:55]=4)[NH:50][C:49]=32)[CH:4]=[C:3]([C:12](=[O:13])[C:11]2[CH:10]=[CH:9][CH:8]=[CH:7][C:6]=2[OH:5])[CH:1]=1)=[O:22])[CH3:25], predict the reactants needed to synthesize it. The reactants are: [CH:1]([C:3]1[C:12](=[O:13])[C:11]2[C:6](=[CH:7][CH:8]=[CH:9][CH:10]=2)[O:5][CH:4]=1)=O.[CH2:14]([O:16][C:17]([C:19]#[C:20][C:21]([O:23][CH2:24][CH3:25])=[O:22])=[O:18])[CH3:15].C1(P(C2C=CC=CC=2)C2C=CC=CC=2)C=CC=CC=1.[NH2:45][CH2:46][CH2:47][C:48]1[C:56]2[C:51](=[CH:52][CH:53]=[CH:54][CH:55]=2)[NH:50][CH:49]=1. (5) Given the product [CH:57]1([CH2:56][N:11]2[C:10]3[C:9]([C:31]([NH2:33])=[O:32])=[CH:8][C:7]([C:6]4[C:2]([CH3:1])=[N:3][O:4][C:5]=4[CH3:34])=[C:19]([F:20])[C:18]=3[C:17]3[C:12]2=[CH:13][C:14]([C:21]([N:23]2[CH2:28][C@H:27]([CH3:29])[O:26][C@H:25]([CH3:30])[CH2:24]2)=[O:22])=[CH:15][CH:16]=3)[CH2:59][CH2:58]1, predict the reactants needed to synthesize it. The reactants are: [CH3:1][C:2]1[C:6]([C:7]2[CH:8]=[C:9]([C:31]([NH2:33])=[O:32])[C:10]3[NH:11][C:12]4[C:17]([C:18]=3[C:19]=2[F:20])=[CH:16][CH:15]=[C:14]([C:21]([N:23]2[CH2:28][C@H:27]([CH3:29])[O:26][C@H:25]([CH3:30])[CH2:24]2)=[O:22])[CH:13]=4)=[C:5]([CH3:34])[O:4][N:3]=1.C(=O)([O-])[O-].[K+].[K+].BrC1C=C2C(=CC=1Br)N([CH2:56][CH:57]1[CH2:59][CH2:58]1)C1C(C(N)=O)=CC(C3C(C)=NOC=3C)=CC2=1.BrCC1CC1. (6) The reactants are: [CH3:1][C:2]1[CH:3]=[C:4]([OH:13])[C:5]2[C:10]([C:11]=1[CH3:12])=[CH:9][CH:8]=[CH:7][CH:6]=2.[C:14]([O:18][CH2:19][CH3:20])(=[O:17])[CH:15]=[O:16]. Given the product [OH:16][CH:15]([C:3]1[C:2]([CH3:1])=[C:11]([CH3:12])[C:10]2[C:5](=[CH:6][CH:7]=[CH:8][CH:9]=2)[C:4]=1[OH:13])[C:14]([O:18][CH2:19][CH3:20])=[O:17], predict the reactants needed to synthesize it.